From a dataset of Full USPTO retrosynthesis dataset with 1.9M reactions from patents (1976-2016). Predict the reactants needed to synthesize the given product. Given the product [C:1]([C:5]1[CH:26]=[CH:25][C:8]([CH2:9][NH:11][CH2:12][CH2:13][C:14]2[CH:19]=[CH:18][CH:17]=[C:16]([O:20][C:21]([F:24])([F:23])[F:22])[CH:15]=2)=[C:7]([Cl:27])[CH:6]=1)([CH3:4])([CH3:2])[CH3:3], predict the reactants needed to synthesize it. The reactants are: [C:1]([C:5]1[CH:26]=[CH:25][C:8]([C:9]([NH:11][CH2:12][CH2:13][C:14]2[CH:19]=[CH:18][CH:17]=[C:16]([O:20][C:21]([F:24])([F:23])[F:22])[CH:15]=2)=O)=[C:7]([Cl:27])[CH:6]=1)([CH3:4])([CH3:3])[CH3:2].Cl.[OH-].[Na+].